This data is from NCI-60 drug combinations with 297,098 pairs across 59 cell lines. The task is: Regression. Given two drug SMILES strings and cell line genomic features, predict the synergy score measuring deviation from expected non-interaction effect. (1) Drug 1: CS(=O)(=O)CCNCC1=CC=C(O1)C2=CC3=C(C=C2)N=CN=C3NC4=CC(=C(C=C4)OCC5=CC(=CC=C5)F)Cl. Drug 2: C1CN(CCN1C(=O)CCBr)C(=O)CCBr. Cell line: SK-MEL-2. Synergy scores: CSS=27.1, Synergy_ZIP=-3.26, Synergy_Bliss=9.49, Synergy_Loewe=1.86, Synergy_HSA=2.88. (2) Drug 1: C1CCC(C1)C(CC#N)N2C=C(C=N2)C3=C4C=CNC4=NC=N3. Drug 2: CC1=C(C(CCC1)(C)C)C=CC(=CC=CC(=CC(=O)O)C)C. Cell line: A549. Synergy scores: CSS=20.6, Synergy_ZIP=-7.30, Synergy_Bliss=-0.787, Synergy_Loewe=0.613, Synergy_HSA=1.50. (3) Drug 1: C(CC(=O)O)C(=O)CN.Cl. Drug 2: C1CN(CCN1C(=O)CCBr)C(=O)CCBr. Cell line: HS 578T. Synergy scores: CSS=13.3, Synergy_ZIP=-3.19, Synergy_Bliss=-0.356, Synergy_Loewe=-3.24, Synergy_HSA=-0.481. (4) Drug 1: CS(=O)(=O)C1=CC(=C(C=C1)C(=O)NC2=CC(=C(C=C2)Cl)C3=CC=CC=N3)Cl. Drug 2: CC1C(C(=O)NC(C(=O)N2CCCC2C(=O)N(CC(=O)N(C(C(=O)O1)C(C)C)C)C)C(C)C)NC(=O)C3=C4C(=C(C=C3)C)OC5=C(C(=O)C(=C(C5=N4)C(=O)NC6C(OC(=O)C(N(C(=O)CN(C(=O)C7CCCN7C(=O)C(NC6=O)C(C)C)C)C)C(C)C)C)N)C. Cell line: SK-MEL-28. Synergy scores: CSS=12.0, Synergy_ZIP=16.9, Synergy_Bliss=20.5, Synergy_Loewe=14.2, Synergy_HSA=13.6.